This data is from Full USPTO retrosynthesis dataset with 1.9M reactions from patents (1976-2016). The task is: Predict the reactants needed to synthesize the given product. (1) Given the product [F:12][C:13]([F:27])([F:28])[C:14]1[CH:15]=[C:16]([C:2]2[O:6][C:5]([C:7]([O:9][CH2:10][CH3:11])=[O:8])=[CH:4][CH:3]=2)[CH:17]=[C:18]([C:20]([F:21])([F:22])[F:23])[CH:19]=1, predict the reactants needed to synthesize it. The reactants are: Br[C:2]1[O:6][C:5]([C:7]([O:9][CH2:10][CH3:11])=[O:8])=[CH:4][CH:3]=1.[F:12][C:13]([F:28])([F:27])[C:14]1[CH:15]=[C:16](B(O)O)[CH:17]=[C:18]([C:20]([F:23])([F:22])[F:21])[CH:19]=1.C([O-])([O-])=O.[Na+].[Na+]. (2) Given the product [N:2]1[CH:7]=[CH:6][CH:5]=[CH:4][C:3]=1[N:8]([CH2:32][CH2:33][C:34]([O:36][CH2:37][CH3:38])=[O:35])[C:9]([C:11]1[CH:31]=[CH:30][C:14]2[N:15]([CH3:29])[C:16]([CH2:18][CH2:19][C:20]3[CH:25]=[CH:24][C:23]([C:26](=[NH:27])[NH:28][C:39](=[O:46])[C:40]4[CH:45]=[CH:44][CH:43]=[CH:42][CH:41]=4)=[CH:22][CH:21]=3)=[N:17][C:13]=2[CH:12]=1)=[O:10], predict the reactants needed to synthesize it. The reactants are: Cl.[N:2]1[CH:7]=[CH:6][CH:5]=[CH:4][C:3]=1[N:8]([CH2:32][CH2:33][C:34]([O:36][CH2:37][CH3:38])=[O:35])[C:9]([C:11]1[CH:31]=[CH:30][C:14]2[N:15]([CH3:29])[C:16]([CH2:18][CH2:19][C:20]3[CH:25]=[CH:24][C:23]([C:26](=[NH:28])[NH2:27])=[CH:22][CH:21]=3)=[N:17][C:13]=2[CH:12]=1)=[O:10].[C:39](Cl)(=[O:46])[C:40]1[CH:45]=[CH:44][CH:43]=[CH:42][CH:41]=1. (3) Given the product [O:42]=[C:37]1[CH2:38][CH2:39][C:40](=[O:41])[N:36]1[O:13][C:12](=[O:14])[CH2:11][CH2:10][CH2:9][CH2:8][CH2:7][O:6][C:5]1[CH:15]=[C:16]([CH:19]=[CH:20][C:21]2[C:22]([CH3:34])([CH3:33])[O:23][C:24](=[C:28]([C:31]#[N:32])[C:29]#[N:30])[C:25]=2[C:26]#[N:27])[CH:17]=[CH:18][C:4]=1[N:1]=[N+:2]=[N-:3], predict the reactants needed to synthesize it. The reactants are: [N:1]([C:4]1[CH:18]=[CH:17][C:16]([CH:19]=[CH:20][C:21]2[C:22]([CH3:34])([CH3:33])[O:23][C:24](=[C:28]([C:31]#[N:32])[C:29]#[N:30])[C:25]=2[C:26]#[N:27])=[CH:15][C:5]=1[O:6][CH2:7][CH2:8][CH2:9][CH2:10][CH2:11][C:12]([OH:14])=[O:13])=[N+:2]=[N-:3].O[N:36]1[C:40](=[O:41])[CH2:39][CH2:38][C:37]1=[O:42].C1CCC(N=C=NC2CCCCC2)CC1. (4) The reactants are: O[CH2:2][N:3]1[CH:7]=[CH:6][C:5]([N+:8]([O-:10])=[O:9])=[CH:4]1.S(Cl)([Cl:13])=O. Given the product [Cl:13][CH2:2][N:3]1[CH:7]=[CH:6][C:5]([N+:8]([O-:10])=[O:9])=[CH:4]1, predict the reactants needed to synthesize it. (5) Given the product [CH3:23][C:24]1([CH3:40])[C:32]2[C:27](=[CH:28][CH:29]=[C:30]([N:33]3[C:37](=[O:38])[C:36](=[N:19][NH:2][C:3]4[C:4]([OH:18])=[C:5]([C:9]5[CH:14]=[CH:13][CH:12]=[C:11]([C:15]([OH:17])=[O:16])[CH:10]=5)[CH:6]=[CH:7][CH:8]=4)[C:35]([CH3:39])=[N:34]3)[CH:31]=2)[CH2:26][CH2:25]1, predict the reactants needed to synthesize it. The reactants are: Br.[NH2:2][C:3]1[C:4]([OH:18])=[C:5]([C:9]2[CH:14]=[CH:13][CH:12]=[C:11]([C:15]([OH:17])=[O:16])[CH:10]=2)[CH:6]=[CH:7][CH:8]=1.[N:19]([O-])=O.[Na+].[CH3:23][C:24]1([CH3:40])[C:32]2[C:27](=[CH:28][CH:29]=[C:30]([N:33]3[C:37](=[O:38])[CH2:36][C:35]([CH3:39])=[N:34]3)[CH:31]=2)[CH2:26][CH2:25]1.C(=O)(O)[O-].[Na+]. (6) Given the product [C:1]1([C:7]([C:25]2[CH:26]=[CH:27][CH:28]=[CH:29][CH:30]=2)=[CH:8][CH2:9][N:10]2[CH2:11][CH2:12][N:13]([C:16]3[CH:24]=[CH:23][C:19]([C:20]([NH:43][S:40]([C:36]4[CH:37]=[CH:38][CH:39]=[C:34]([N+:31]([O-:33])=[O:32])[CH:35]=4)(=[O:42])=[O:41])=[O:21])=[CH:18][CH:17]=3)[CH2:14][CH2:15]2)[CH:6]=[CH:5][CH:4]=[CH:3][CH:2]=1, predict the reactants needed to synthesize it. The reactants are: [C:1]1([C:7]([C:25]2[CH:30]=[CH:29][CH:28]=[CH:27][CH:26]=2)=[CH:8][CH2:9][N:10]2[CH2:15][CH2:14][N:13]([C:16]3[CH:24]=[CH:23][C:19]([C:20](O)=[O:21])=[CH:18][CH:17]=3)[CH2:12][CH2:11]2)[CH:6]=[CH:5][CH:4]=[CH:3][CH:2]=1.[N+:31]([C:34]1[CH:35]=[C:36]([S:40]([NH2:43])(=[O:42])=[O:41])[CH:37]=[CH:38][CH:39]=1)([O-:33])=[O:32].Cl.C(N=C=NCCCN(C)C)C. (7) The reactants are: [C:1]([Cl:5])(Cl)(Cl)[Cl:2].[Cl:6][C:7]1[CH:12]=[C:11]([Cl:13])[CH:10]=[CH:9][C:8]=1[C:14](=O)[C:15]([O:17][CH2:18][CH3:19])=[O:16].C1(P(C2C=CC=CC=2)C2C=CC=CC=2)C=CC=CC=1.O. Given the product [Cl:2][C:1]([Cl:5])=[C:14]([C:8]1[CH:9]=[CH:10][C:11]([Cl:13])=[CH:12][C:7]=1[Cl:6])[C:15]([O:17][CH2:18][CH3:19])=[O:16], predict the reactants needed to synthesize it. (8) The reactants are: Cl[C:2]1[N:7]=[C:6]([CH2:8][CH2:9][C:10]2[CH:15]=[CH:14][CH:13]=[CH:12][C:11]=2[C:16]2([C:19]([NH2:21])=[O:20])[CH2:18][CH2:17]2)[C:5]([CH3:22])=[CH:4][N:3]=1.[NH2:23][C:24]1[CH:25]=[N:26][N:27](C(OC(C)(C)C)=O)[CH:28]=1.C([O-])([O-])=O.[Cs+].[Cs+].CC1(C)C2C(=C(P(C3C=CC=CC=3)C3C=CC=CC=3)C=CC=2)OC2C(P(C3C=CC=CC=3)C3C=CC=CC=3)=CC=CC1=2. Given the product [NH:26]1[CH:25]=[C:24]([NH:23][C:2]2[N:7]=[C:6]([CH2:8][CH2:9][C:10]3[CH:15]=[CH:14][CH:13]=[CH:12][C:11]=3[C:16]3([C:19]([NH2:21])=[O:20])[CH2:18][CH2:17]3)[C:5]([CH3:22])=[CH:4][N:3]=2)[CH:28]=[N:27]1, predict the reactants needed to synthesize it. (9) Given the product [N:11]1([CH2:10][CH:7]2[CH2:8][CH2:9][N:4]([C:3](=[C:17]([C:20]#[N:21])[C:18]#[N:19])[NH:22][CH2:23][CH2:24][CH2:25][N:26]3[CH2:31][CH2:30][CH2:29][CH2:28][CH2:27]3)[CH2:5][CH2:6]2)[CH2:16][CH2:15][CH2:14][CH2:13][CH2:12]1, predict the reactants needed to synthesize it. The reactants are: CS[C:3](=[C:17]([C:20]#[N:21])[C:18]#[N:19])[N:4]1[CH2:9][CH2:8][CH:7]([CH2:10][N:11]2[CH2:16][CH2:15][CH2:14][CH2:13][CH2:12]2)[CH2:6][CH2:5]1.[NH2:22][CH2:23][CH2:24][CH2:25][N:26]1[CH2:31][CH2:30][CH2:29][CH2:28][CH2:27]1. (10) Given the product [CH:2]([C:3]1[CH:8]=[C:7]([O:9][CH3:10])[CH:6]=[CH:5][C:4]=1[NH:11][CH:12]=[O:13])=[O:1], predict the reactants needed to synthesize it. The reactants are: [OH:1][CH2:2][C:3]1[CH:8]=[C:7]([O:9][CH3:10])[CH:6]=[CH:5][C:4]=1[NH:11][CH:12]=[O:13].[Cr](O[Cr]([O-])(=O)=O)([O-])(=O)=O.[NH+]1C=CC=CC=1.[NH+]1C=CC=CC=1.